This data is from Catalyst prediction with 721,799 reactions and 888 catalyst types from USPTO. The task is: Predict which catalyst facilitates the given reaction. (1) Reactant: [S:1]1[CH:5]=[CH:4][CH:3]=[C:2]1[C:6](=[O:8])[CH3:7].[Br:9]Br. Product: [Br:9][CH2:7][C:6]([C:2]1[S:1][CH:5]=[CH:4][CH:3]=1)=[O:8]. The catalyst class is: 5. (2) Reactant: [N:1]([CH2:4][C:5]([NH:7][C:8]1[C:17]2[C:12](=[CH:13][CH:14]=[C:15]([CH3:18])[CH:16]=2)[N:11]=[C:10]([N:19]2[CH2:25][C:24]3[CH:26]=[CH:27][CH:28]=[CH:29][C:23]=3[S:22](=[O:31])(=[O:30])[CH2:21][CH2:20]2)[CH:9]=1)=[O:6])=[N+]=[N-]. Product: [O:31]=[S:22]1(=[O:30])[C:23]2[CH:29]=[CH:28][CH:27]=[CH:26][C:24]=2[CH2:25][N:19]([C:10]2[CH:9]=[C:8]([NH:7][C:5](=[O:6])[CH2:4][NH2:1])[C:17]3[C:12](=[CH:13][CH:14]=[C:15]([CH3:18])[CH:16]=3)[N:11]=2)[CH2:20][CH2:21]1. The catalyst class is: 19. (3) Reactant: C([O:3][C:4]([C:6]1[N:7]=[C:8]([C:11]2[CH:12]=[N:13][CH:14]=[CH:15][CH:16]=2)[S:9][CH:10]=1)=O)C.CC(C[AlH]CC(C)C)C.CO.C(C(C(C([O-])=O)O)O)([O-])=O.[K+].[Na+]. Product: [N:13]1[CH:14]=[CH:15][CH:16]=[C:11]([C:8]2[S:9][CH:10]=[C:6]([CH:4]=[O:3])[N:7]=2)[CH:12]=1. The catalyst class is: 4. (4) Reactant: [Cl:1][C:2]1[C:10]2[S:9][C:8]([C:11]([OH:13])=O)=[CH:7][C:6]=2[CH:5]=[CH:4][CH:3]=1.CN(C(ON1N=[N:29][C:24]2[CH:25]=[CH:26][CH:27]=[N:28][C:23]1=2)=[N+](C)C)C.F[P-](F)(F)(F)(F)F.[CH:38](N(CC)C(C)C)(C)[CH3:39]. Product: [ClH:1].[N:28]12[CH2:27][CH2:26][CH:25]([CH2:38][CH2:39]1)[C@H:24]([NH:29][C:11]([C:8]1[S:9][C:10]3[C:2]([Cl:1])=[CH:3][CH:4]=[CH:5][C:6]=3[CH:7]=1)=[O:13])[CH2:23]2. The catalyst class is: 3. (5) Reactant: CC1C=CC(C)=CC=1SCCCCCC(O)=O.[CH3:18][O:19][C:20]1[CH:21]=[C:22]([SH:26])[CH:23]=[CH:24][CH:25]=1.Br[CH2:28][CH2:29][CH2:30][CH2:31][CH2:32][CH2:33][CH2:34][CH2:35][CH2:36][C:37]([O:39]CC)=[O:38].[OH-].[K+]. Product: [CH3:18][O:19][C:20]1[CH:21]=[C:22]([S:26][CH2:28][CH2:29][CH2:30][CH2:31][CH2:32][CH2:33][CH2:34][CH2:35][CH2:36][C:37]([OH:39])=[O:38])[CH:23]=[CH:24][CH:25]=1. The catalyst class is: 97. (6) Reactant: CN(C(ON1N=NC2C=CC=NC1=2)=[N+](C)C)C.F[P-](F)(F)(F)(F)F.[CH3:25][C:26]1[CH:31]=[CH:30][CH:29]=[C:28]([CH3:32])[C:27]=1[NH:33][C:34]([NH:36][C:37]1[C:38]([C:47](O)=[O:48])=[CH:39][C:40]2[C:45]([CH:46]=1)=[CH:44][CH:43]=[CH:42][CH:41]=2)=[O:35].[NH:50]1[CH2:61][CH2:60][CH2:59][C@H:51]1[C:52]([O:54][C:55]([CH3:58])([CH3:57])[CH3:56])=[O:53].Cl. Product: [CH3:25][C:26]1[CH:31]=[CH:30][CH:29]=[C:28]([CH3:32])[C:27]=1[NH:33][C:34]([NH:36][C:37]1[C:38]([C:47]([N:50]2[CH2:61][CH2:60][CH2:59][C@H:51]2[C:52]([O:54][C:55]([CH3:57])([CH3:58])[CH3:56])=[O:53])=[O:48])=[CH:39][C:40]2[C:45]([CH:46]=1)=[CH:44][CH:43]=[CH:42][CH:41]=2)=[O:35]. The catalyst class is: 39. (7) Reactant: C([O:4][C:5]1[CH:19]=[CH:18][C:8]([CH2:9][O:10][CH2:11][CH2:12][N:13]2[CH:17]=[CH:16][N:15]=[N:14]2)=[C:7]([CH3:20])[CH:6]=1)C=C.CN1C(=O)CC(=O)N(C)C1=O. Product: [CH3:20][C:7]1[CH:6]=[C:5]([OH:4])[CH:19]=[CH:18][C:8]=1[CH2:9][O:10][CH2:11][CH2:12][N:13]1[CH:17]=[CH:16][N:15]=[N:14]1. The catalyst class is: 668.